From a dataset of Full USPTO retrosynthesis dataset with 1.9M reactions from patents (1976-2016). Predict the reactants needed to synthesize the given product. (1) Given the product [F:1][C:2]1[C:7]([F:8])=[CH:6][CH:5]=[CH:4][C:3]=1[C:9]1[N:13]([CH2:15][C:16]2[CH:21]=[CH:20][CH:19]=[CH:18][C:17]=2[C:22]([F:23])([F:24])[F:25])[N:12]=[N:11][N:10]=1, predict the reactants needed to synthesize it. The reactants are: [F:1][C:2]1[C:7]([F:8])=[CH:6][CH:5]=[CH:4][C:3]=1[C:9]1[NH:13][N:12]=[N:11][N:10]=1.Br[CH2:15][C:16]1[CH:21]=[CH:20][CH:19]=[CH:18][C:17]=1[C:22]([F:25])([F:24])[F:23].BrCC1C=CC=CC=1C. (2) Given the product [F:1][C:2]1[C:7]2[N:8]=[N:9][S:10][C:6]=2[CH:5]=[C:4]([C:11]([OH:13])=[O:12])[C:3]=1[NH:15][C:16]1[CH:21]=[CH:20][C:19]([I:22])=[CH:18][C:17]=1[F:23], predict the reactants needed to synthesize it. The reactants are: [F:1][C:2]1[C:7]2[N:8]=[N:9][S:10][C:6]=2[CH:5]=[C:4]([C:11]([O:13]C)=[O:12])[C:3]=1[NH:15][C:16]1[CH:21]=[CH:20][C:19]([I:22])=[CH:18][C:17]=1[F:23].[Li+].[OH-].Cl. (3) Given the product [CH2:7]([NH:8][N:9]1[C:17]2[C:12](=[N:13][CH:14]=[C:15]([C:18]3[CH:19]=[N:20][N:21]([CH:23]4[CH2:24][CH2:25][N:26]([C:29]([O:31][C:32]([CH3:35])([CH3:34])[CH3:33])=[O:30])[CH2:27][CH2:28]4)[CH:22]=3)[CH:16]=2)[CH:11]=[CH:10]1)[C:1]1[CH:6]=[CH:5][CH:4]=[CH:3][CH:2]=1, predict the reactants needed to synthesize it. The reactants are: [C:1]1(/[CH:7]=[N:8]/[N:9]2[C:17]3[C:12](=[N:13][CH:14]=[C:15]([C:18]4[CH:19]=[N:20][N:21]([CH:23]5[CH2:28][CH2:27][N:26]([C:29]([O:31][C:32]([CH3:35])([CH3:34])[CH3:33])=[O:30])[CH2:25][CH2:24]5)[CH:22]=4)[CH:16]=3)[CH:11]=[CH:10]2)[CH:6]=[CH:5][CH:4]=[CH:3][CH:2]=1.[BH4-].[Na+]. (4) Given the product [O:25]=[C:10]1[N:11]2[CH2:16][CH2:15][N:14]([C:17]([CH:19]3[CH2:24][CH2:23][N:22]([CH2:41][C:42]([NH2:44])=[O:43])[CH2:21][CH2:20]3)=[O:18])[CH2:13][CH:12]2[C:8]([C:2]2[CH:3]=[CH:4][CH:5]=[CH:6][CH:7]=2)([C:26]2[CH:27]=[CH:28][CH:29]=[CH:30][CH:31]=2)[O:9]1, predict the reactants needed to synthesize it. The reactants are: Cl.[C:2]1([C:8]2([C:26]3[CH:31]=[CH:30][CH:29]=[CH:28][CH:27]=3)[CH:12]3[CH2:13][N:14]([C:17]([CH:19]4[CH2:24][CH2:23][NH:22][CH2:21][CH2:20]4)=[O:18])[CH2:15][CH2:16][N:11]3[C:10](=[O:25])[O:9]2)[CH:7]=[CH:6][CH:5]=[CH:4][CH:3]=1.C(=O)([O-])[O-].[K+].[K+].[I-].[Na+].Cl[CH2:41][C:42]([NH2:44])=[O:43]. (5) Given the product [CH2:28]([O:27][C:23]1[CH:22]=[C:21]([F:30])[C:20]([CH2:19][N:12]2[C:13]3[C:18](=[CH:17][CH:16]=[CH:15][CH:14]=3)[C:10]([C:4]3[N:5]=[C:6]([NH2:9])[C:7]([O:8][CH2:32][CH2:33][O:34][CH3:35])=[C:2]([NH2:1])[N:3]=3)=[N:11]2)=[C:25]([F:26])[CH:24]=1)[CH3:29], predict the reactants needed to synthesize it. The reactants are: [NH2:1][C:2]1[C:7]([OH:8])=[C:6]([NH2:9])[N:5]=[C:4]([C:10]2[C:18]3[C:13](=[CH:14][CH:15]=[CH:16][CH:17]=3)[N:12]([CH2:19][C:20]3[C:25]([F:26])=[CH:24][C:23]([O:27][CH2:28][CH3:29])=[CH:22][C:21]=3[F:30])[N:11]=2)[N:3]=1.Br[CH2:32][CH2:33][O:34][CH3:35].C(=O)([O-])[O-].[Cs+].[Cs+]. (6) Given the product [C:1]([O:4][CH2:5][C@H:6]1[CH2:11][C@@H:10]([O:12][C:13](=[O:15])[CH3:14])[CH2:9][CH2:8][C@@:7]1([C@H:17]1[CH2:25][CH2:24][C@@:23]2([CH3:26])[C@@H:19]([CH2:20][C@H:21]([O:28][C:29](=[O:31])[CH3:30])[C:22]2=[CH2:27])[C@@H:18]1[CH2:32][O:33][S:38]([CH3:37])(=[O:40])=[O:39])[CH3:16])(=[O:3])[CH3:2], predict the reactants needed to synthesize it. The reactants are: [C:1]([O:4][CH2:5][C@H:6]1[CH2:11][C@@H:10]([O:12][C:13](=[O:15])[CH3:14])[CH2:9][CH2:8][C@@:7]1([C@H:17]1[CH2:25][CH2:24][C@@:23]2([CH3:26])[C@@H:19]([CH2:20][C@H:21]([O:28][C:29](=[O:31])[CH3:30])[C:22]2=[CH2:27])[C@@H:18]1[CH2:32][OH:33])[CH3:16])(=[O:3])[CH3:2].C(Cl)Cl.[CH3:37][S:38](Cl)(=[O:40])=[O:39].C([O-])(O)=O.[Na+]. (7) The reactants are: [Br:1][C:2]1[CH:3]=[N:4][C:5]([O:12][CH3:13])=[C:6]([CH:11]=1)[C:7](=[NH:10])OC.[C@@H:14]1(N)[CH2:19][CH2:18][CH2:17][CH2:16][C@H:15]1[NH2:20]. Given the product [Br:1][C:2]1[CH:11]=[C:6]([C:7]2[NH:20][C@@H:15]3[CH2:16][CH2:17][CH2:18][CH2:19][C@H:14]3[N:10]=2)[C:5]([O:12][CH3:13])=[N:4][CH:3]=1, predict the reactants needed to synthesize it.